Dataset: Forward reaction prediction with 1.9M reactions from USPTO patents (1976-2016). Task: Predict the product of the given reaction. (1) Given the reactants [N:1]1[C:10]2[C:5](=[CH:6][CH:7]=[CH:8][CH:9]=2)[CH:4]=[CH:3][CH:2]=1.[C:11](=O)([O-:13])N.[BH4-].[Na+], predict the reaction product. The product is: [N:1]1[C:10]2[C:5](=[CH:6][CH:7]=[CH:8][CH:9]=2)[CH:4]=[C:3]([CH2:11][OH:13])[CH:2]=1. (2) Given the reactants Br[C:2]1[CH:11]=[CH:10][C:9]2[C:4](=[CH:5][CH:6]=[C:7]([O:12][CH3:13])[CH:8]=2)[CH:3]=1.[CH3:14][O:15][C:16]1[CH:17]=[C:18](OB(O)O)[CH:19]=[CH:20][CH:21]=1, predict the reaction product. The product is: [CH3:13][O:12][C:7]1[CH:6]=[CH:5][C:4]2[C:9](=[CH:10][CH:11]=[C:2]([C:20]3[CH:19]=[CH:18][CH:17]=[C:16]([O:15][CH3:14])[CH:21]=3)[CH:3]=2)[CH:8]=1. (3) Given the reactants [C:1]([C:9]1[CH:17]=[CH:16][C:12]([C:13]([OH:15])=O)=[CH:11][CH:10]=1)(=[O:8])[C:2]1[CH:7]=[CH:6][CH:5]=[CH:4][CH:3]=1.O=S(Cl)Cl.[CH2:22]([NH:24][CH2:25][CH3:26])[CH3:23], predict the reaction product. The product is: [CH2:22]([N:24]([CH2:25][CH3:26])[C:13](=[O:15])[C:12]1[CH:11]=[CH:10][C:9]([C:1](=[O:8])[C:2]2[CH:3]=[CH:4][CH:5]=[CH:6][CH:7]=2)=[CH:17][CH:16]=1)[CH3:23].